This data is from Reaction yield outcomes from USPTO patents with 853,638 reactions. The task is: Predict the reaction yield, written as a fraction of the theoretical maximum amount of product (1.0 means a 100% yield; for example, 0.34 means a 34% yield). (1) The reactants are [N+:1]([C:4]1[CH:5]=[C:6]([C:10]2[N:11]=[C:12]3[C:18]4[CH:19]=[CH:20][CH:21]=[CH:22][C:17]=4[NH:16][C:15]4[N:23]=[CH:24][CH:25]=[CH:26][C:14]=4[N:13]3[C:27]=2[C:28]2[CH:33]=[CH:32][C:31]([C:34]3([NH:38]C(=O)OC(C)(C)C)[CH2:37][CH2:36][CH2:35]3)=[CH:30][CH:29]=2)[CH:7]=[CH:8][CH:9]=1)([O-:3])=[O:2].[ClH:46].O1CCOCC1. The catalyst is C(Cl)Cl. The yield is 0.713. The product is [ClH:46].[ClH:46].[ClH:46].[N+:1]([C:4]1[CH:5]=[C:6]([C:10]2[N:11]=[C:12]3[C:18]4[CH:19]=[CH:20][CH:21]=[CH:22][C:17]=4[NH:16][C:15]4[N:23]=[CH:24][CH:25]=[CH:26][C:14]=4[N:13]3[C:27]=2[C:28]2[CH:29]=[CH:30][C:31]([C:34]3([NH2:38])[CH2:37][CH2:36][CH2:35]3)=[CH:32][CH:33]=2)[CH:7]=[CH:8][CH:9]=1)([O-:3])=[O:2]. (2) The catalyst is ClCCCl.Cl[Pd](Cl)([P](C1C=CC=CC=1)(C1C=CC=CC=1)C1C=CC=CC=1)[P](C1C=CC=CC=1)(C1C=CC=CC=1)C1C=CC=CC=1. The product is [CH3:1][O:2][C:3]([C:5]1[C:10]([CH:14]=[CH2:15])=[C:9]([NH2:12])[N:8]=[C:7]([Cl:13])[N:6]=1)=[O:4]. The yield is 0.700. The reactants are [CH3:1][O:2][C:3]([C:5]1[C:10](I)=[C:9]([NH2:12])[N:8]=[C:7]([Cl:13])[N:6]=1)=[O:4].[CH:14]([Sn](CCCC)(CCCC)CCCC)=[CH2:15]. (3) The product is [CH3:36][O:37][CH2:38][C@@H:39]1[CH2:43][CH2:42][CH2:41][N:40]1[C:2]1[CH:7]=[CH:6][N:5]=[C:4]([O:8][C:9]2[CH:14]=[CH:13][C:12]([NH:15][C:16]3[CH:21]=[C:20]([C:22]4[CH:27]=[CH:26][CH:25]=[CH:24][CH:23]=4)[N:19]=[C:18]([NH2:28])[N:17]=3)=[CH:11][CH:10]=2)[CH:3]=1. The reactants are Br[C:2]1[CH:7]=[CH:6][N:5]=[C:4]([O:8][C:9]2[CH:14]=[CH:13][C:12]([NH:15][C:16]3[CH:21]=[C:20]([C:22]4[CH:27]=[CH:26][CH:25]=[CH:24][CH:23]=4)[N:19]=[C:18]([NH2:28])[N:17]=3)=[CH:11][CH:10]=2)[CH:3]=1.ClC1N=CC=CN=1.[CH3:36][O:37][CH2:38][C@@H:39]1[CH2:43][CH2:42][CH2:41][NH:40]1. No catalyst specified. The yield is 0.400.